Dataset: Forward reaction prediction with 1.9M reactions from USPTO patents (1976-2016). Task: Predict the product of the given reaction. Given the reactants [H-].[Al+3].[Li+].[H-].[H-].[H-].[CH3:7][O:8][C:9]1[C:22]2[C:21]3[NH:20][CH2:19][CH2:18][CH2:17][C:16]=3[C:15](=[O:23])[N:14]([CH2:24][O:25][CH3:26])[C:13]=2[CH:12]=[C:11]([C:27](OCC)=[O:28])[CH:10]=1.[Cl-].[NH4+], predict the reaction product. The product is: [OH:28][CH2:27][C:11]1[CH:10]=[C:9]([O:8][CH3:7])[C:22]2[C:21]3[NH:20][CH2:19][CH2:18][CH2:17][C:16]=3[C:15](=[O:23])[N:14]([CH2:24][O:25][CH3:26])[C:13]=2[CH:12]=1.